This data is from Forward reaction prediction with 1.9M reactions from USPTO patents (1976-2016). The task is: Predict the product of the given reaction. Given the reactants [Cl:1][C:2]1[CH:3]=[CH:4][C:5]2[N:6]([CH:8]=[C:9]([C:11]([OH:13])=O)[N:10]=2)[N:7]=1.CN(C(ON1N=NC2C=CC=CC1=2)=[N+](C)C)C.F[P-](F)(F)(F)(F)F.CCN(C(C)C)C(C)C.Br.[F:48][C:49]([F:67])([F:66])[C:50]1[CH:51]=[C:52]([C:56]2[CH:65]=[CH:64][C:59]3[NH:60][C:61]([NH2:63])=[N:62][C:58]=3[CH:57]=2)[CH:53]=[CH:54][CH:55]=1.C(=O)(O)[O-].[Na+], predict the reaction product. The product is: [F:67][C:49]([F:48])([F:66])[C:50]1[CH:51]=[C:52]([C:56]2[CH:65]=[CH:64][C:59]3[NH:60][C:61]([NH:63][C:11]([C:9]4[N:10]=[C:5]5[CH:4]=[CH:3][C:2]([Cl:1])=[N:7][N:6]5[CH:8]=4)=[O:13])=[N:62][C:58]=3[CH:57]=2)[CH:53]=[CH:54][CH:55]=1.